From a dataset of Forward reaction prediction with 1.9M reactions from USPTO patents (1976-2016). Predict the product of the given reaction. (1) Given the reactants [CH2:1]([NH:3][C@H:4]1[CH2:9][CH2:8][CH2:7][N:6]([C:10]([O:12][CH2:13][C:14]2[CH:19]=[CH:18][CH:17]=[CH:16][CH:15]=2)=[O:11])[CH2:5]1)[CH3:2].Cl[C:21]1[C:22]2[CH:29]=[CH:28][N:27]([S:30]([C:33]3[CH:39]=[CH:38][C:36]([CH3:37])=[CH:35][CH:34]=3)(=[O:32])=[O:31])[C:23]=2[N:24]=[CH:25][N:26]=1.CCN(C(C)C)C(C)C.O, predict the reaction product. The product is: [CH2:1]([N:3]([C:21]1[C:22]2[CH:29]=[CH:28][N:27]([S:30]([C:33]3[CH:39]=[CH:38][C:36]([CH3:37])=[CH:35][CH:34]=3)(=[O:31])=[O:32])[C:23]=2[N:24]=[CH:25][N:26]=1)[C@H:4]1[CH2:9][CH2:8][CH2:7][N:6]([C:10]([O:12][CH2:13][C:14]2[CH:15]=[CH:16][CH:17]=[CH:18][CH:19]=2)=[O:11])[CH2:5]1)[CH3:2]. (2) Given the reactants [CH3:1][O:2][C:3]1[CH:8]=[CH:7][C:6]([C@@H:9]2[CH2:11][C@H:10]2[NH:12]C(=O)OC(C)(C)C)=[CH:5][CH:4]=1, predict the reaction product. The product is: [CH3:1][O:2][C:3]1[CH:4]=[CH:5][C:6]([C@@H:9]2[CH2:11][C@H:10]2[NH2:12])=[CH:7][CH:8]=1.